From a dataset of Forward reaction prediction with 1.9M reactions from USPTO patents (1976-2016). Predict the product of the given reaction. (1) Given the reactants [CH3:1][S:2]([C:5]1[N:10]=[CH:9][C:8]([O:11][C:12]2[CH:13]=[C:14]3[C:18](=[C:19]([O:21][CH:22]4[CH2:27][CH2:26][O:25][CH2:24][CH2:23]4)[CH:20]=2)[NH:17][C:16]([C:28]2[S:29][CH:30]([CH2:33][C:34](O)=[O:35])[CH2:31][N:32]=2)=[CH:15]3)=[CH:7][CH:6]=1)(=[O:4])=[O:3].O.ON1C2C=CC=CC=2N=N1.Cl.C(N=C=NCCCN(C)C)C.[CH3:60][NH:61][CH2:62][CH2:63][OH:64], predict the reaction product. The product is: [OH:64][CH2:63][CH2:62][N:61]([CH3:60])[C:34](=[O:35])[CH2:33][CH:30]1[S:29][C:28]([C:16]2[NH:17][C:18]3[C:14]([CH:15]=2)=[CH:13][C:12]([O:11][C:8]2[CH:9]=[N:10][C:5]([S:2]([CH3:1])(=[O:3])=[O:4])=[CH:6][CH:7]=2)=[CH:20][C:19]=3[O:21][CH:22]2[CH2:23][CH2:24][O:25][CH2:26][CH2:27]2)=[N:32][CH2:31]1. (2) Given the reactants O1CCCC1.[N+:6]([C:9]1[CH:16]=[CH:15][C:12]([CH:13]=O)=[CH:11][CH:10]=1)([O-:8])=[O:7].[CH2:17]([O:19][P:20]([CH2:25][C:26]([O:28][CH2:29][CH3:30])=[O:27])([O:22][CH2:23][CH3:24])=[O:21])[CH3:18].CN1CCOCC1, predict the reaction product. The product is: [CH2:23]([O:22][P:20](/[C:25](/[C:26]([O:28][CH2:29][CH3:30])=[O:27])=[CH:13]/[C:12]1[CH:15]=[CH:16][C:9]([N+:6]([O-:8])=[O:7])=[CH:10][CH:11]=1)([O:19][CH2:17][CH3:18])=[O:21])[CH3:24]. (3) Given the reactants Br[C:2]1[CH:7]=[CH:6][C:5]([N:8]2[CH2:13][CH2:12][O:11][CH:10]([CH3:14])[CH2:9]2)=[CH:4][CH:3]=1.[CH3:15][C:16]1([CH3:32])[C:20]([CH3:22])([CH3:21])[O:19][B:18]([B:18]2[O:19][C:20]([CH3:22])([CH3:21])[C:16]([CH3:32])([CH3:15])[O:17]2)[O:17]1.C([O-])(=O)C.[K+].CS(C)=O, predict the reaction product. The product is: [CH3:14][CH:10]1[O:11][CH2:12][CH2:13][N:8]([C:5]2[CH:6]=[CH:7][C:2]([B:18]3[O:19][C:20]([CH3:22])([CH3:21])[C:16]([CH3:32])([CH3:15])[O:17]3)=[CH:3][CH:4]=2)[CH2:9]1. (4) Given the reactants [C:1]([NH:8][C@H:9]([C:13]([OH:15])=[O:14])[C@@H:10]([CH3:12])[OH:11])([O:3][C:4]([CH3:7])([CH3:6])[CH3:5])=[O:2].[CH2:16](Cl)[CH:17]=[CH:18][CH3:19].C([O-])(O)=[O:22].[Na+].Cl, predict the reaction product. The product is: [C:16]([O:11][C@H:10]([CH3:12])[C@H:9]([NH:8][C:1]([O:3][C:4]([CH3:6])([CH3:5])[CH3:7])=[O:2])[C:13]([OH:15])=[O:14])(=[O:22])/[CH:17]=[CH:18]/[CH3:19]. (5) Given the reactants COC1C=CC(P2(SP(C3C=CC(OC)=CC=3)(=S)S2)=[S:10])=CC=1.[C:23]([C@@H:26]1[CH2:30][CH2:29][CH2:28][N:27]1[C:31]([O:33][CH2:34][C:35]1[CH:40]=[CH:39][CH:38]=[CH:37][CH:36]=1)=[O:32])(=O)[NH2:24], predict the reaction product. The product is: [C:23]([C@@H:26]1[CH2:30][CH2:29][CH2:28][N:27]1[C:31]([O:33][CH2:34][C:35]1[CH:40]=[CH:39][CH:38]=[CH:37][CH:36]=1)=[O:32])(=[S:10])[NH2:24]. (6) The product is: [ClH:1].[Cl:1][C:2]1[CH:3]=[C:4]([S:8]([N:11]2[C:15]([C:16]3[CH:21]=[CH:20][CH:19]=[CH:18][C:17]=3[F:22])=[C:14]3[CH2:23][NH:24][CH:25]([NH:26][CH3:27])[C:13]3=[CH:12]2)(=[O:10])=[O:9])[CH:5]=[CH:6][CH:7]=1. Given the reactants [Cl:1][C:2]1[CH:3]=[C:4]([S:8]([N:11]2[C:15]([C:16]3[CH:21]=[CH:20][CH:19]=[CH:18][C:17]=3[F:22])=[C:14]3[CH2:23][N:24](C(OC(C)(C)C)=O)[CH:25]([NH:26][CH3:27])[C:13]3=[CH:12]2)(=[O:10])=[O:9])[CH:5]=[CH:6][CH:7]=1.Cl.CO, predict the reaction product. (7) Given the reactants Cl.[CH3:2][NH:3][C:4]1([C:14]2[CH:19]=[CH:18][CH:17]=[CH:16][CH:15]=2)[CH2:13][CH2:12][C:7]2(OCC[O:8]2)[CH2:6][CH2:5]1, predict the reaction product. The product is: [CH3:2][NH:3][C:4]1([C:14]2[CH:15]=[CH:16][CH:17]=[CH:18][CH:19]=2)[CH2:13][CH2:12][C:7](=[O:8])[CH2:6][CH2:5]1. (8) The product is: [NH2:17][C:13]1[N:12]=[C:11]([C:9]2[S:8][C:7]([C:18]3[CH:23]=[CH:22][CH:21]=[CH:20][CH:19]=3)=[C:6]([C:4]([OH:5])=[O:3])[CH:10]=2)[CH:16]=[CH:15][N:14]=1. Given the reactants C([O:3][C:4]([C:6]1[CH:10]=[C:9]([C:11]2[CH:16]=[CH:15][N:14]=[C:13]([NH2:17])[N:12]=2)[S:8][C:7]=1[C:18]1[CH:23]=[CH:22][CH:21]=[CH:20][CH:19]=1)=[O:5])C.[OH-].[Na+].Cl, predict the reaction product. (9) Given the reactants [CH3:1][Mg]Br.[CH2:4]([O:11][C:12]([N:14]1[CH2:19][CH2:18][C:17](=[O:20])[CH:16]([F:21])[CH2:15]1)=[O:13])[C:5]1[CH:10]=[CH:9][CH:8]=[CH:7][CH:6]=1, predict the reaction product. The product is: [CH2:4]([O:11][C:12]([N:14]1[CH2:19][CH2:18][C:17]([OH:20])([CH3:1])[CH:16]([F:21])[CH2:15]1)=[O:13])[C:5]1[CH:6]=[CH:7][CH:8]=[CH:9][CH:10]=1.